From a dataset of Peptide-MHC class I binding affinity with 185,985 pairs from IEDB/IMGT. Regression. Given a peptide amino acid sequence and an MHC pseudo amino acid sequence, predict their binding affinity value. This is MHC class I binding data. (1) The binding affinity (normalized) is 0.0847. The MHC is HLA-A02:11 with pseudo-sequence HLA-A02:11. The peptide sequence is LPVEYLQVP. (2) The binding affinity (normalized) is 0.0847. The peptide sequence is YQRRRRFAI. The MHC is HLA-A69:01 with pseudo-sequence HLA-A69:01. (3) The peptide sequence is RRFTQAIYD. The MHC is HLA-A25:01 with pseudo-sequence HLA-A25:01. The binding affinity (normalized) is 0.0847. (4) The binding affinity (normalized) is 0.0847. The MHC is HLA-A31:01 with pseudo-sequence HLA-A31:01. The peptide sequence is DYKECEWPL. (5) The peptide sequence is KLLPQLPGV. The MHC is HLA-A02:03 with pseudo-sequence HLA-A02:03. The binding affinity (normalized) is 0.848. (6) The peptide sequence is ILKGKFQTA. The MHC is HLA-B08:02 with pseudo-sequence HLA-B08:02. The binding affinity (normalized) is 0.0847. (7) The binding affinity (normalized) is 0.551. The peptide sequence is PTMSPALFL. The MHC is Mamu-A01 with pseudo-sequence Mamu-A01. (8) The peptide sequence is RTVSVMFFI. The MHC is HLA-B39:01 with pseudo-sequence HLA-B39:01. The binding affinity (normalized) is 0.0847.